Dataset: Forward reaction prediction with 1.9M reactions from USPTO patents (1976-2016). Task: Predict the product of the given reaction. (1) Given the reactants [NH:1]1[C:5]2=[C:6]3[C:10](=[C:11]([C:13]#[N:14])[CH:12]=[C:4]2[CH2:3][CH2:2]1)[NH:9][CH:8]=[CH:7]3.C([O-])([O-])=[O:16].[K+].[K+].OO.O, predict the reaction product. The product is: [NH:1]1[C:5]2=[C:6]3[C:10](=[C:11]([C:13]([NH2:14])=[O:16])[CH:12]=[C:4]2[CH2:3][CH2:2]1)[NH:9][CH:8]=[CH:7]3. (2) Given the reactants [N:1]1([CH2:6][CH2:7][O:8][CH2:9][CH:10]2[CH2:16][CH:15]3[N:17](C(OCC4C=CC=CC=4)=O)[CH:12]([CH2:13][CH2:14]3)[CH2:11]2)[CH2:5][CH2:4][CH2:3][CH2:2]1, predict the reaction product. The product is: [N:1]1([CH2:6][CH2:7][O:8][CH2:9][CH:10]2[CH2:16][CH:15]3[NH:17][CH:12]([CH2:13][CH2:14]3)[CH2:11]2)[CH2:5][CH2:4][CH2:3][CH2:2]1. (3) Given the reactants [NH2:1][C@@H:2]([C:7]([NH2:9])=[O:8])[CH2:3][CH:4]([CH3:6])[CH3:5].[CH2:10]1[CH2:16][S:13](=[O:15])(=[O:14])[O:12][CH2:11]1, predict the reaction product. The product is: [NH2:9][C:7]([C@H:2]([NH:1][CH2:11][CH2:10][CH2:16][S:13]([OH:15])(=[O:14])=[O:12])[CH2:3][CH:4]([CH3:6])[CH3:5])=[O:8]. (4) Given the reactants [Br:1][C:2]1[CH:7]=[CH:6][C:5]([S:8](Cl)(=[O:10])=[O:9])=[CH:4][CH:3]=1.[CH3:12][C:13]1[CH:17]=[C:16]([NH2:18])[O:15][N:14]=1, predict the reaction product. The product is: [CH3:12][C:13]1[CH:17]=[C:16]([NH:18][S:8]([C:5]2[CH:6]=[CH:7][C:2]([Br:1])=[CH:3][CH:4]=2)(=[O:10])=[O:9])[O:15][N:14]=1. (5) Given the reactants [C:1]([O:5][C:6](=[O:36])[NH:7][C@H:8]([C:12]([N:14]1[CH2:19][CH2:18][CH:17]([O:20][C:21]2[CH:26]=[CH:25][C:24]([F:27])=[CH:23][C:22]=2[O:28]CC2C=CC=CC=2)[CH2:16][CH2:15]1)=[O:13])[CH:9]([CH3:11])[CH3:10])([CH3:4])([CH3:3])[CH3:2], predict the reaction product. The product is: [C:1]([O:5][C:6](=[O:36])[NH:7][C@H:8]([C:12]([N:14]1[CH2:15][CH2:16][CH:17]([O:20][C:21]2[CH:26]=[CH:25][C:24]([F:27])=[CH:23][C:22]=2[OH:28])[CH2:18][CH2:19]1)=[O:13])[CH:9]([CH3:11])[CH3:10])([CH3:3])([CH3:4])[CH3:2]. (6) Given the reactants [CH:1]([NH:4][C@@H:5]([CH2:10][CH3:11])[C:6]([O:8][CH3:9])=[O:7])([CH3:3])[CH3:2].C(=O)(O)[O-].[Na+].[Cl:17][C:18]1[N:23]=[C:22](Cl)[C:21]([N+:25]([O-:27])=[O:26])=[CH:20][N:19]=1.ClCCl, predict the reaction product. The product is: [Cl:17][C:18]1[N:23]=[C:22]([N:4]([CH:1]([CH3:3])[CH3:2])[C@@H:5]([CH2:10][CH3:11])[C:6]([O:8][CH3:9])=[O:7])[C:21]([N+:25]([O-:27])=[O:26])=[CH:20][N:19]=1. (7) The product is: [C:27]([N:23]1[CH2:24][CH2:25][CH2:26][C@@H:21]([NH:20][C:18]2[C:17]([F:31])=[CH:16][N:15]=[C:14]([NH:1][C:2]3[CH:10]=[C:9]4[C:5]([CH2:6][N:7]([CH3:12])[C:8]4=[O:11])=[CH:4][CH:3]=3)[N:19]=2)[CH2:22]1)(=[O:30])[CH:28]=[CH2:29]. Given the reactants [NH2:1][C:2]1[CH:10]=[C:9]2[C:5]([CH2:6][N:7]([CH3:12])[C:8]2=[O:11])=[CH:4][CH:3]=1.Cl[C:14]1[N:19]=[C:18]([NH:20][C@@H:21]2[CH2:26][CH2:25][CH2:24][N:23]([C:27](=[O:30])[CH:28]=[CH2:29])[CH2:22]2)[C:17]([F:31])=[CH:16][N:15]=1.CN(C1C(C2C(P(C3CCCCC3)C3CCCCC3)=CC=CC=2)=CC=CC=1)C.C([O-])([O-])=O.[Cs+].[Cs+], predict the reaction product.